This data is from Reaction yield outcomes from USPTO patents with 853,638 reactions. The task is: Predict the reaction yield, written as a fraction of the theoretical maximum amount of product (1.0 means a 100% yield; for example, 0.34 means a 34% yield). (1) The reactants are C([Zn]CC)C.[CH:6]1([C:9]#[CH:10])[CH2:8][CH2:7]1.[Li]CCCC.[NH2:16][C:17]1[CH:22]=[CH:21][C:20]([C:23]2[CH:28]=[CH:27][CH:26]=[CH:25][CH:24]=2)=[CH:19][C:18]=1[C:29](=[O:34])[C:30]([F:33])([F:32])[F:31].[H][H].[CH3:37][S:38](O)(=[O:40])=[O:39]. The catalyst is C1COCC1.C1(C)C=CC=CC=1.C1(C)C=CC=CC=1. The product is [CH3:37][S:38]([O:34][C@@:29]([C:18]1[CH:19]=[C:20]([C:23]2[CH:24]=[CH:25][CH:26]=[CH:27][CH:28]=2)[CH:21]=[CH:22][C:17]=1[NH2:16])([C:10]#[C:9][CH:6]1[CH2:8][CH2:7]1)[C:30]([F:31])([F:32])[F:33])(=[O:40])=[O:39]. The yield is 0.590. (2) The reactants are [Cl:1][C:2]1[CH:3]=[C:4]([C@@:9]([NH:23][CH3:24])([CH2:20][CH:21]=[CH2:22])[CH2:10][N:11]([CH3:19])[C:12](=[O:18])[CH2:13][C:14]([F:17])([F:16])[F:15])[CH:5]=[CH:6][C:7]=1[Cl:8].C(N(CC)C(C)C)(C)C.[C:34](Cl)(=[O:38])[C:35](Cl)=[O:36].[CH2:40]([NH:42][C:43]1[CH:48]=[CH:47][CH:46]=[CH:45][CH:44]=1)[CH3:41]. The catalyst is C(Cl)Cl.O. The product is [F:15][C:14]([F:16])([F:17])[CH2:13][C:12]([N:11]([CH2:10][C@@:9]([N:23]([CH3:24])[C:34](=[O:38])[C:35]([N:42]([CH2:40][CH3:41])[C:43]1[CH:48]=[CH:47][CH:46]=[CH:45][CH:44]=1)=[O:36])([C:4]1[CH:5]=[CH:6][C:7]([Cl:8])=[C:2]([Cl:1])[CH:3]=1)[CH2:20][CH:21]=[CH2:22])[CH3:19])=[O:18]. The yield is 0.758. (3) The reactants are I[C:2]1[CH:3]=[CH:4][C:5]2[N:6]([CH:8]=[C:9]([NH2:11])[N:10]=2)[N:7]=1.[NH2:12][C:13]1[CH:14]=[C:15]([OH:19])[CH:16]=[CH:17][CH:18]=1.C(=O)([O-])[O-].[K+].[K+].CN(C)C=O. The yield is 0.370. The catalyst is O. The product is [NH2:12][C:13]1[CH:14]=[C:15]([CH:16]=[CH:17][CH:18]=1)[O:19][C:2]1[CH:3]=[CH:4][C:5]2[N:6]([CH:8]=[C:9]([NH2:11])[N:10]=2)[N:7]=1.